From a dataset of Catalyst prediction with 721,799 reactions and 888 catalyst types from USPTO. Predict which catalyst facilitates the given reaction. (1) Reactant: [C:1]([O:5][C:6](=[O:29])[C:7]([CH3:28])([S:9][C:10]1[S:11][CH:12]=[C:13]([CH2:15][CH2:16][N:17]2C(=O)C3=CC=CC=C3C2=O)[N:14]=1)[CH3:8])([CH3:4])([CH3:3])[CH3:2].O.NN. Product: [C:1]([O:5][C:6](=[O:29])[C:7]([S:9][C:10]1[S:11][CH:12]=[C:13]([CH2:15][CH2:16][NH2:17])[N:14]=1)([CH3:28])[CH3:8])([CH3:3])([CH3:2])[CH3:4]. The catalyst class is: 8. (2) Reactant: [CH2:1]([O:3][C:4](=[O:27])[CH2:5][C:6]1[CH:11]=[CH:10][C:9]([O:12][CH3:13])=[C:8]([O:14][C:15]2[CH:20]=[CH:19][C:18](Br)=[CH:17][C:16]=2[CH2:22][S:23][CH:24]([CH3:26])[CH3:25])[CH:7]=1)[CH3:2].[C]=O.[C:30]1(B(O)O)[CH:35]=[CH:34][CH:33]=[CH:32][CH:31]=1.[C:39](=O)([O-])[O-:40].[K+].[K+]. Product: [CH2:1]([O:3][C:4](=[O:27])[CH2:5][C:6]1[CH:11]=[CH:10][C:9]([O:12][CH3:13])=[C:8]([O:14][C:15]2[CH:20]=[CH:19][C:18]([C:39](=[O:40])[C:30]3[CH:35]=[CH:34][CH:33]=[CH:32][CH:31]=3)=[CH:17][C:16]=2[CH2:22][S:23][CH:24]([CH3:26])[CH3:25])[CH:7]=1)[CH3:2]. The catalyst class is: 77. (3) Reactant: B([C:4]1[CH:8]=[C:7]([CH3:9])[S:6][C:5]=1[S:10]([N:13]([C:20]1[C:24]([CH3:25])=[C:23]([CH3:26])[O:22][N:21]=1)[CH2:14][O:15][CH2:16][CH2:17][O:18][CH3:19])(=[O:12])=[O:11])(O)O.[CH2:27]([O:29][C:30](=[O:42])[C:31]1[CH:36]=[CH:35][C:34](Br)=[C:33]([CH2:38][O:39][CH2:40][CH3:41])[CH:32]=1)[CH3:28].C(=O)([O-])[O-].[Na+].[Na+]. Product: [CH2:27]([O:29][C:30](=[O:42])[C:31]1[CH:36]=[CH:35][C:34]([C:4]2[CH:8]=[C:7]([CH3:9])[S:6][C:5]=2[S:10](=[O:12])(=[O:11])[N:13]([C:20]2[C:24]([CH3:25])=[C:23]([CH3:26])[O:22][N:21]=2)[CH2:14][O:15][CH2:16][CH2:17][O:18][CH3:19])=[C:33]([CH2:38][O:39][CH2:40][CH3:41])[CH:32]=1)[CH3:28]. The catalyst class is: 234. (4) The catalyst class is: 1. Product: [Cl:27][C:28]1[CH:29]=[C:30]2[C:39](=[CH:40][CH:41]=1)[C:38]([NH:42][CH2:43][CH2:44][CH2:45][CH2:46][CH2:20][CH2:21][NH:17][C:12](=[O:14])[CH:11]=[CH:10][C:3]1[C:4]3[C:9](=[CH:8][CH:7]=[CH:6][CH:5]=3)[NH:1][CH:2]=1)=[C:37]1[C:32]([CH2:33][CH2:34][CH2:35][CH2:36]1)=[N:31]2. Reactant: [NH:1]1[C:9]2[C:4](=[CH:5][CH:6]=[CH:7][CH:8]=2)[C:3]([CH:10]=[CH:11][C:12]([OH:14])=O)=[CH:2]1.C(N1C=CN=C1)([N:17]1[CH:21]=[CH:20]N=C1)=O.[Cl:27][C:28]1[CH:29]=[C:30]2[C:39](=[CH:40][CH:41]=1)[C:38]([NH:42][CH2:43][CH2:44][CH2:45][CH2:46]C(N)C)=[C:37]1[C:32]([CH2:33][CH2:34][CH2:35][CH2:36]1)=[N:31]2.